From a dataset of Catalyst prediction with 721,799 reactions and 888 catalyst types from USPTO. Predict which catalyst facilitates the given reaction. (1) Reactant: Cl[C:2]1[N:7]=[CH:6][CH:5]=[CH:4][N:3]=1.[NH:8]1[CH2:13][CH:12]=[C:11]([C:14]([OH:16])=[O:15])[CH2:10][CH2:9]1. Product: [N:3]1[CH:4]=[CH:5][CH:6]=[N:7][C:2]=1[N:8]1[CH2:9][CH:10]=[C:11]([C:14]([OH:16])=[O:15])[CH2:12][CH2:13]1. The catalyst class is: 6. (2) Reactant: [C:1]([OH:6])(=[O:5])[C:2]([CH3:4])=O.N12CCN(CC1)CC2.[NH2:15][C:16]1[N:21]=[C:20]([CH3:22])[C:19]([CH2:23][NH:24][C:25](=[O:31])[O:26][C:27]([CH3:30])([CH3:29])[CH3:28])=[CH:18][C:17]=1I. Product: [C:27]([O:26][C:25]([NH:24][CH2:23][C:19]1[CH:18]=[C:17]2[CH:4]=[C:2]([C:1]([OH:6])=[O:5])[NH:15][C:16]2=[N:21][C:20]=1[CH3:22])=[O:31])([CH3:30])([CH3:29])[CH3:28]. The catalyst class is: 613. (3) Product: [N:18]([CH2:2][CH2:3][O:4][CH2:5][CH2:6][O:7][CH2:8][CH2:9][P:10](=[O:17])([O:14][CH2:15][CH3:16])[O:11][CH2:12][CH3:13])=[N+:19]=[N-:20]. The catalyst class is: 88. Reactant: I[CH2:2][CH2:3][O:4][CH2:5][CH2:6][O:7][CH2:8][CH2:9][P:10](=[O:17])([O:14][CH2:15][CH3:16])[O:11][CH2:12][CH3:13].[N-:18]=[N+:19]=[N-:20].[Na+]. (4) Reactant: [I:1][C:2]1[CH:3]=[C:4]2[C:9](=[CH:10][CH:11]=1)[NH:8][CH:7]=[C:6]([C:12]([O:14][CH2:15][CH3:16])=[O:13])[C:5]2=[O:17].C(=O)([O-])[O-].[K+].[K+].[CH:24]1([CH2:27]Br)[CH2:26][CH2:25]1. Product: [CH:24]1([CH2:27][N:8]2[C:9]3[C:4](=[CH:3][C:2]([I:1])=[CH:11][CH:10]=3)[C:5](=[O:17])[C:6]([C:12]([O:14][CH2:15][CH3:16])=[O:13])=[CH:7]2)[CH2:26][CH2:25]1. The catalyst class is: 3. (5) Reactant: [CH3:1][C:2](C)([C:6]1[CH:11]=[CH:10][CH:9]=[CH:8][C:7]=1[O:12][CH2:13][C:14]1[CH:19]=[CH:18][CH:17]=[CH:16][CH:15]=1)[C:3](N)=O.FC(F)(F)C(OI(C1C=CC=CC=1)OC(=O)C(F)(F)F)=O.C(#[N:44])C. Product: [CH3:1][C:2]([CH3:3])([C:6]1[CH:11]=[CH:10][CH:9]=[CH:8][C:7]=1[O:12][CH2:13][C:14]1[CH:19]=[CH:18][CH:17]=[CH:16][CH:15]=1)[NH2:44]. The catalyst class is: 6. (6) Reactant: [CH2:1]([NH:8][CH2:9][CH2:10][CH2:11][CH2:12][CH2:13][CH2:14][O:15][CH2:16][CH2:17][CH2:18][CH2:19][C:20]1[CH:25]=[CH:24][CH:23]=[C:22]([S:26]([CH:29]2[CH2:33][CH2:32][CH2:31][CH2:30]2)(=[O:28])=[O:27])[CH:21]=1)[C:2]1[CH:7]=[CH:6][CH:5]=[CH:4][CH:3]=1.[O:34]1[CH2:36][C@H:35]1[C:37]1[CH:38]=[CH:39][C:40]([O:46][CH2:47][C:48]2[CH:53]=[CH:52][CH:51]=[CH:50][CH:49]=2)=[C:41]([NH:43][CH:44]=[O:45])[CH:42]=1. Product: [CH2:1]([N:8]([CH2:9][CH2:10][CH2:11][CH2:12][CH2:13][CH2:14][O:15][CH2:16][CH2:17][CH2:18][CH2:19][C:20]1[CH:25]=[CH:24][CH:23]=[C:22]([S:26]([CH:29]2[CH2:33][CH2:32][CH2:31][CH2:30]2)(=[O:27])=[O:28])[CH:21]=1)[CH2:36][C@@H:35]([C:37]1[CH:38]=[CH:39][C:40]([O:46][CH2:47][C:48]2[CH:53]=[CH:52][CH:51]=[CH:50][CH:49]=2)=[C:41]([NH:43][CH:44]=[O:45])[CH:42]=1)[OH:34])[C:2]1[CH:3]=[CH:4][CH:5]=[CH:6][CH:7]=1. The catalyst class is: 1. (7) Reactant: C[O:2][C:3](=[O:32])[C@H:4]([CH2:6][CH:7]([CH2:9][C:10](=[O:31])[C:11]1[CH:16]=[CH:15][CH:14]=[C:13]([NH:17][CH2:18][C:19]2[CH:24]=[CH:23][N:22]=[CH:21][CH:20]=2)[C:12]=1[C:25]1[CH:30]=[CH:29][CH:28]=[CH:27][CH:26]=1)[CH3:8])[NH2:5].[Li+].[OH-]. Product: [N:22]1[CH:23]=[CH:24][C:19]([CH2:18][NH:17][C:13]2[C:12]([C:25]3[CH:26]=[CH:27][CH:28]=[CH:29][CH:30]=3)=[C:11]([CH:16]=[CH:15][CH:14]=2)[C:10]([CH2:9][CH:7]([CH3:8])[CH2:6][C@@H:4]([C:3]([OH:32])=[O:2])[NH2:5])=[O:31])=[CH:20][CH:21]=1. The catalyst class is: 20. (8) Reactant: C(=O)([O:7][C:8]1[CH:13]=[CH:12][C:11]([C:14]2[CH:19]=[C:18]([O:20][CH3:21])[CH:17]=[CH:16][C:15]=2[F:22])=[C:10]([CH2:23][CH2:24][C:25]([O:28][CH3:29])([CH3:27])[CH3:26])[CH:9]=1)OC(C)(C)C.Cl. Product: [F:22][C:15]1[CH:16]=[CH:17][C:18]([O:20][CH3:21])=[CH:19][C:14]=1[C:11]1[CH:12]=[CH:13][C:8]([OH:7])=[CH:9][C:10]=1[CH2:23][CH2:24][C:25]([O:28][CH3:29])([CH3:27])[CH3:26]. The catalyst class is: 13.